Dataset: NCI-60 drug combinations with 297,098 pairs across 59 cell lines. Task: Regression. Given two drug SMILES strings and cell line genomic features, predict the synergy score measuring deviation from expected non-interaction effect. (1) Drug 1: CC(C1=C(C=CC(=C1Cl)F)Cl)OC2=C(N=CC(=C2)C3=CN(N=C3)C4CCNCC4)N. Drug 2: C1=CC(=CC=C1C#N)C(C2=CC=C(C=C2)C#N)N3C=NC=N3. Cell line: IGROV1. Synergy scores: CSS=8.05, Synergy_ZIP=0.0583, Synergy_Bliss=5.28, Synergy_Loewe=5.04, Synergy_HSA=5.06. (2) Synergy scores: CSS=30.6, Synergy_ZIP=-8.92, Synergy_Bliss=-4.10, Synergy_Loewe=0.774, Synergy_HSA=2.15. Drug 1: C1=CC(=C2C(=C1NCCNCCO)C(=O)C3=C(C=CC(=C3C2=O)O)O)NCCNCCO. Drug 2: COC1=CC(=CC(=C1O)OC)C2C3C(COC3=O)C(C4=CC5=C(C=C24)OCO5)OC6C(C(C7C(O6)COC(O7)C8=CC=CS8)O)O. Cell line: RXF 393. (3) Drug 1: CCCS(=O)(=O)NC1=C(C(=C(C=C1)F)C(=O)C2=CNC3=C2C=C(C=N3)C4=CC=C(C=C4)Cl)F. Drug 2: C1=C(C(=O)NC(=O)N1)N(CCCl)CCCl. Cell line: COLO 205. Synergy scores: CSS=71.4, Synergy_ZIP=10.4, Synergy_Bliss=9.86, Synergy_Loewe=9.58, Synergy_HSA=13.9. (4) Synergy scores: CSS=-1.16, Synergy_ZIP=-1.27, Synergy_Bliss=-3.35, Synergy_Loewe=-3.00, Synergy_HSA=-3.01. Cell line: U251. Drug 2: CC(C)(C#N)C1=CC(=CC(=C1)CN2C=NC=N2)C(C)(C)C#N. Drug 1: CC1=CC2C(CCC3(C2CCC3(C(=O)C)OC(=O)C)C)C4(C1=CC(=O)CC4)C.